This data is from Reaction yield outcomes from USPTO patents with 853,638 reactions. The task is: Predict the reaction yield, written as a fraction of the theoretical maximum amount of product (1.0 means a 100% yield; for example, 0.34 means a 34% yield). (1) The reactants are [N:1]1[CH:6]=[CH:5][CH:4]=[CH:3][C:2]=1[C@H:7]([CH:9]1[CH2:13][CH2:12][CH2:11][O:10]1)O.S(Cl)([Cl:16])=O. No catalyst specified. The product is [Cl:16][C@@H:7]([CH:9]1[CH2:13][CH2:12][CH2:11][O:10]1)[C:2]1[CH:3]=[CH:4][CH:5]=[CH:6][N:1]=1. The yield is 1.00. (2) The reactants are [OH:1][CH2:2][CH2:3][CH2:4][S:5][C:6]1[C:15]2[C:10](=[CH:11][CH:12]=[C:13]([I:16])[CH:14]=2)[N:9]=[CH:8][C:7]=1[C:17]#[N:18].N1C=CN=C1.[Si:24](Cl)([C:27]([CH3:30])([CH3:29])[CH3:28])([CH3:26])[CH3:25]. The catalyst is CN(C=O)C. The product is [C:27]([Si:24]([CH3:26])([CH3:25])[O:1][CH2:2][CH2:3][CH2:4][S:5][C:6]1[C:15]2[C:10](=[CH:11][CH:12]=[C:13]([I:16])[CH:14]=2)[N:9]=[CH:8][C:7]=1[C:17]#[N:18])([CH3:30])([CH3:29])[CH3:28]. The yield is 0.870. (3) The reactants are [CH3:1][NH:2][C@H:3]([C:14]([OH:16])=[O:15])[CH2:4][S:5][S:6][CH2:7][C@H:8]([NH:12][CH3:13])[C:9]([OH:11])=[O:10].[C:25](O[C:25]([O:27][C:28]([CH3:31])([CH3:30])[CH3:29])=[O:26])([O:27][C:28]([CH3:31])([CH3:30])[CH3:29])=[O:26].S(=O)(=O)(O)[O-].[Na+].[C:38](=[O:41])([OH:40])[O-].[Na+]. The catalyst is CC(C)=O. The product is [C:28]([O:27][C:25]([N:12]([CH3:13])[C@H:8]([C:9]([OH:11])=[O:10])[CH2:7][S:6][S:5][CH2:4][C@H:3]([N:2]([C:38]([O:40][C:28]([CH3:31])([CH3:30])[CH3:29])=[O:41])[CH3:1])[C:14]([OH:16])=[O:15])=[O:26])([CH3:29])([CH3:30])[CH3:31]. The yield is 0.518. (4) The reactants are [CH2:1]([O:8][C:9]1[CH:14]=[C:13]([Br:15])[CH:12]=[C:11]([F:16])[C:10]=1[C:17]1[S:18][C:19](Br)=[N:20][N:21]=1)[C:2]1[CH:7]=[CH:6][CH:5]=[CH:4][CH:3]=1.Cl.[CH2:24]1[C:27]2([CH2:32][CH2:31][N:30]([C:33]([O:35][C:36]([CH3:39])([CH3:38])[CH3:37])=[O:34])[CH2:29][CH2:28]2)[CH2:26][NH:25]1. The catalyst is O1CCOCC1.O. The product is [CH2:1]([O:8][C:9]1[CH:14]=[C:13]([Br:15])[CH:12]=[C:11]([F:16])[C:10]=1[C:17]1[S:18][C:19]([N:25]2[CH2:24][C:27]3([CH2:28][CH2:29][N:30]([C:33]([O:35][C:36]([CH3:39])([CH3:38])[CH3:37])=[O:34])[CH2:31][CH2:32]3)[CH2:26]2)=[N:20][N:21]=1)[C:2]1[CH:7]=[CH:6][CH:5]=[CH:4][CH:3]=1. The yield is 0.450.